Dataset: Catalyst prediction with 721,799 reactions and 888 catalyst types from USPTO. Task: Predict which catalyst facilitates the given reaction. (1) Reactant: [C:1]([O:5][C:6]([NH:8][CH2:9][C:10]1[CH:15]=[CH:14][C:13]([NH2:16])=[CH:12][CH:11]=1)=[O:7])([CH3:4])([CH3:3])[CH3:2].C(N(CC)CC)C.[CH3:24][S:25](Cl)(=[O:27])=[O:26].Cl. Product: [C:1]([O:5][C:6](=[O:7])[NH:8][CH2:9][C:10]1[CH:15]=[CH:14][C:13]([NH:16][S:25]([CH3:24])(=[O:27])=[O:26])=[CH:12][CH:11]=1)([CH3:4])([CH3:2])[CH3:3]. The catalyst class is: 46. (2) Reactant: [F:1][C:2]([F:20])([F:19])[C:3]1[CH:4]=[C:5]([CH:16]=[CH:17][CH:18]=1)[CH2:6][N:7]1[CH2:11][C@@H:10]2[C@@H:12]([NH2:15])[CH2:13][CH2:14][C@@H:9]2[CH2:8]1.Br[CH:22]([C:29]1[CH:34]=[CH:33][CH:32]=[CH:31][CH:30]=1)[C:23]1[CH:28]=[CH:27][CH:26]=[CH:25][CH:24]=1.C(=O)([O-])[O-].[K+].[K+]. Product: [CH:22]([NH:15][C@@H:12]1[C@@H:10]2[C@@H:9]([CH2:8][N:7]([CH2:6][C:5]3[CH:16]=[CH:17][CH:18]=[C:3]([C:2]([F:19])([F:1])[F:20])[CH:4]=3)[CH2:11]2)[CH2:14][CH2:13]1)([C:23]1[CH:28]=[CH:27][CH:26]=[CH:25][CH:24]=1)[C:29]1[CH:34]=[CH:33][CH:32]=[CH:31][CH:30]=1. The catalyst class is: 9. (3) Product: [C:22]([O:21][C:19]([N:16]1[CH2:17][CH2:18][C:13]2[N:12]=[C:11]([C:9]3[C:8]([CH3:27])=[CH:7][C:6]([CH3:28])=[C:5]([CH:10]=3)[C:3]([OH:4])=[O:2])[NH:26][C:14]=2[CH2:15]1)=[O:20])([CH3:25])([CH3:24])[CH3:23]. Reactant: C[O:2][C:3]([C:5]1[C:6]([CH3:28])=[CH:7][C:8]([CH3:27])=[C:9]([C:11]2[NH:26][C:14]3[CH2:15][N:16]([C:19]([O:21][C:22]([CH3:25])([CH3:24])[CH3:23])=[O:20])[CH2:17][CH2:18][C:13]=3[N:12]=2)[CH:10]=1)=[O:4].[OH-].[Na+]. The catalyst class is: 24. (4) Reactant: [C:1]([O:7][CH2:8][CH3:9])(=[O:6])[CH2:2][C:3]([CH3:5])=[O:4].[H-].[Na+].[Br:12][C:13]1[CH:18]=[CH:17][C:16]([CH2:19]Br)=[CH:15][CH:14]=1.C([O-])(O)=O.[Na+]. Product: [Br:12][C:13]1[CH:18]=[CH:17][C:16]([CH2:19][C:2]([CH2:19][C:16]2[CH:15]=[CH:14][C:13]([Br:12])=[CH:18][CH:17]=2)([C:3](=[O:4])[CH3:5])[C:1]([O:7][CH2:8][CH3:9])=[O:6])=[CH:15][CH:14]=1. The catalyst class is: 3. (5) The catalyst class is: 2. Reactant: Br[CH2:2][C:3]1[CH:10]=[CH:9][C:6]([C:7]#[N:8])=[CH:5][C:4]=1[N+:11]([O-:13])=[O:12].[NH:14]1[CH2:19][CH2:18][O:17][CH2:16][CH2:15]1.C(N(CC)CC)C. Product: [O:17]1[CH2:18][CH2:19][N:14]([CH2:2][C:3]2[CH:10]=[CH:9][C:6]([C:7]#[N:8])=[CH:5][C:4]=2[N+:11]([O-:13])=[O:12])[CH2:15][CH2:16]1.